Dataset: Forward reaction prediction with 1.9M reactions from USPTO patents (1976-2016). Task: Predict the product of the given reaction. (1) Given the reactants [CH2:1]([O:3][C:4]([C:6]1([C:9]2[CH:14]=[CH:13][C:12]([C:15]3[CH:20]=[CH:19][C:18]([C:21]4[O:25][N:24]=[C:23]([CH3:26])[C:22]=4[C:27]([O:29]CC4C=CC=CC=4)=[O:28])=[CH:17][CH:16]=3)=[CH:11][CH:10]=2)[CH2:8][CH2:7]1)=[O:5])[CH3:2], predict the reaction product. The product is: [CH2:1]([O:3][C:4]([C:6]1([C:9]2[CH:10]=[CH:11][C:12]([C:15]3[CH:20]=[CH:19][C:18]([C:21]4[O:25][N:24]=[C:23]([CH3:26])[C:22]=4[C:27]([OH:29])=[O:28])=[CH:17][CH:16]=3)=[CH:13][CH:14]=2)[CH2:8][CH2:7]1)=[O:5])[CH3:2]. (2) Given the reactants [CH:1]([C:3]1[C:4]([OH:13])=[C:5]([CH:10]=[CH:11][CH:12]=1)[C:6]([O:8][CH3:9])=[O:7])=O.C1(C)C=CC(C2C(C([NH:28][NH2:29])=O)=CC=CC=2)=CC=1.[C:31]1([CH3:41])[CH:36]=[CH:35][C:34](S(O)(=O)=O)=[CH:33][CH:32]=1, predict the reaction product. The product is: [OH:13][C:4]1[C:3]([CH:1]=[N:28][NH:29][C:34]2[CH:35]=[CH:36][C:31]([CH3:41])=[CH:32][CH:33]=2)=[CH:12][CH:11]=[CH:10][C:5]=1[C:6]([O:8][CH3:9])=[O:7]. (3) Given the reactants [C:1]1([CH2:7][C:8]2[CH:13]=[CH:12][CH:11]=[CH:10][CH:9]=2)[CH:6]=[CH:5][CH:4]=[CH:3][CH:2]=1.[C:14](Cl)(=[O:17])[CH:15]=[CH2:16].[Cl-].[Al+3].[Cl-].[Cl-], predict the reaction product. The product is: [C:14]([CH:7]([C:8]1[CH:9]=[CH:10][CH:11]=[CH:12][CH:13]=1)[C:1]1[CH:6]=[CH:5][CH:4]=[CH:3][CH:2]=1)(=[O:17])[CH:15]=[CH2:16]. (4) Given the reactants [CH3:1][C:2]1[C:6]2[CH:7]=[CH:8][C:9]([C:11]([F:14])([F:13])[F:12])=[CH:10][C:5]=2[S:4][C:3]=1[C:15]([OH:17])=O.C(N1C=CN=C1)(N1C=CN=C1)=O.[CH3:30][NH:31][O:32][CH3:33], predict the reaction product. The product is: [CH3:30][N:31]([O:32][CH3:33])[C:15]([C:3]1[S:4][C:5]2[CH:10]=[C:9]([C:11]([F:14])([F:13])[F:12])[CH:8]=[CH:7][C:6]=2[C:2]=1[CH3:1])=[O:17]. (5) The product is: [C:39]([O:38][C:36]([N:32]1[CH2:33][CH2:34][CH2:35][C@H:31]1[C:28]1[NH:29][CH:30]=[C:26]([C:23]2[CH:24]=[CH:25][C:20]([CH:11]3[N:12]([C:13]4[CH:14]=[CH:15][C:16]([F:19])=[CH:17][CH:18]=4)[CH:8]([C:5]4[CH:6]=[CH:7][C:2]([NH:1][C:55]([C@@H:51]5[CH2:52][CH2:53][CH2:54][N:50]5[C:48]([O:47][C:43]([CH3:46])([CH3:45])[CH3:44])=[O:49])=[O:56])=[CH:3][CH:4]=4)[CH2:9][CH2:10]3)=[CH:21][CH:22]=2)[N:27]=1)=[O:37])([CH3:42])([CH3:41])[CH3:40]. Given the reactants [NH2:1][C:2]1[CH:7]=[CH:6][C:5]([CH:8]2[N:12]([C:13]3[CH:18]=[CH:17][C:16]([F:19])=[CH:15][CH:14]=3)[CH:11]([C:20]3[CH:25]=[CH:24][C:23]([C:26]4[N:27]=[C:28]([C@@H:31]5[CH2:35][CH2:34][CH2:33][N:32]5[C:36]([O:38][C:39]([CH3:42])([CH3:41])[CH3:40])=[O:37])[NH:29][CH:30]=4)=[CH:22][CH:21]=3)[CH2:10][CH2:9]2)=[CH:4][CH:3]=1.[C:43]([O:47][C:48]([N:50]1[CH2:54][CH2:53][CH2:52][C@H:51]1[C:55](O)=[O:56])=[O:49])([CH3:46])([CH3:45])[CH3:44].CN(C(ON1N=NC2C=CC=NC1=2)=[N+](C)C)C.F[P-](F)(F)(F)(F)F.CCN(C(C)C)C(C)C.C(=O)([O-])[O-].[K+].[K+], predict the reaction product.